The task is: Regression. Given two drug SMILES strings and cell line genomic features, predict the synergy score measuring deviation from expected non-interaction effect.. This data is from NCI-60 drug combinations with 297,098 pairs across 59 cell lines. (1) Drug 1: CC1=CC2C(CCC3(C2CCC3(C(=O)C)OC(=O)C)C)C4(C1=CC(=O)CC4)C. Drug 2: C1CNP(=O)(OC1)N(CCCl)CCCl. Cell line: K-562. Synergy scores: CSS=4.57, Synergy_ZIP=0.190, Synergy_Bliss=2.58, Synergy_Loewe=1.43, Synergy_HSA=1.41. (2) Drug 1: CNC(=O)C1=CC=CC=C1SC2=CC3=C(C=C2)C(=NN3)C=CC4=CC=CC=N4. Drug 2: CC1=C(C=C(C=C1)NC2=NC=CC(=N2)N(C)C3=CC4=NN(C(=C4C=C3)C)C)S(=O)(=O)N.Cl. Cell line: SF-268. Synergy scores: CSS=7.01, Synergy_ZIP=0.796, Synergy_Bliss=10.6, Synergy_Loewe=4.25, Synergy_HSA=6.64. (3) Drug 1: C1CCC(C1)C(CC#N)N2C=C(C=N2)C3=C4C=CNC4=NC=N3. Drug 2: CC1=C2C(C(=O)C3(C(CC4C(C3C(C(C2(C)C)(CC1OC(=O)C(C(C5=CC=CC=C5)NC(=O)OC(C)(C)C)O)O)OC(=O)C6=CC=CC=C6)(CO4)OC(=O)C)OC)C)OC. Cell line: NCI-H522. Synergy scores: CSS=34.9, Synergy_ZIP=-5.05, Synergy_Bliss=-4.54, Synergy_Loewe=-34.3, Synergy_HSA=-2.40. (4) Drug 1: C1CN1P(=S)(N2CC2)N3CC3. Drug 2: CN1C2=C(C=C(C=C2)N(CCCl)CCCl)N=C1CCCC(=O)O.Cl. Cell line: NCI-H322M. Synergy scores: CSS=1.18, Synergy_ZIP=0.175, Synergy_Bliss=-3.63, Synergy_Loewe=-0.739, Synergy_HSA=-5.56. (5) Drug 1: COC1=C2C(=CC3=C1OC=C3)C=CC(=O)O2. Drug 2: COCCOC1=C(C=C2C(=C1)C(=NC=N2)NC3=CC=CC(=C3)C#C)OCCOC.Cl. Cell line: A549. Synergy scores: CSS=14.1, Synergy_ZIP=-5.01, Synergy_Bliss=-1.86, Synergy_Loewe=-3.63, Synergy_HSA=-0.456. (6) Drug 1: CCN(CC)CCNC(=O)C1=C(NC(=C1C)C=C2C3=C(C=CC(=C3)F)NC2=O)C. Drug 2: CNC(=O)C1=NC=CC(=C1)OC2=CC=C(C=C2)NC(=O)NC3=CC(=C(C=C3)Cl)C(F)(F)F. Cell line: UACC62. Synergy scores: CSS=57.3, Synergy_ZIP=5.63, Synergy_Bliss=6.57, Synergy_Loewe=-2.69, Synergy_HSA=8.71.